Dataset: NCI-60 drug combinations with 297,098 pairs across 59 cell lines. Task: Regression. Given two drug SMILES strings and cell line genomic features, predict the synergy score measuring deviation from expected non-interaction effect. (1) Drug 1: CC=C1C(=O)NC(C(=O)OC2CC(=O)NC(C(=O)NC(CSSCCC=C2)C(=O)N1)C(C)C)C(C)C. Drug 2: CC1=C(C(=O)C2=C(C1=O)N3CC4C(C3(C2COC(=O)N)OC)N4)N. Cell line: SF-268. Synergy scores: CSS=64.1, Synergy_ZIP=8.16, Synergy_Bliss=8.84, Synergy_Loewe=-12.9, Synergy_HSA=8.34. (2) Drug 1: C1C(C(OC1N2C=NC3=C(N=C(N=C32)Cl)N)CO)O. Drug 2: C(CCl)NC(=O)N(CCCl)N=O. Cell line: A549. Synergy scores: CSS=33.0, Synergy_ZIP=1.97, Synergy_Bliss=2.74, Synergy_Loewe=-25.6, Synergy_HSA=3.75. (3) Drug 1: CC1CCC2CC(C(=CC=CC=CC(CC(C(=O)C(C(C(=CC(C(=O)CC(OC(=O)C3CCCCN3C(=O)C(=O)C1(O2)O)C(C)CC4CCC(C(C4)OC)O)C)C)O)OC)C)C)C)OC. Drug 2: CN(CCCl)CCCl.Cl. Cell line: TK-10. Synergy scores: CSS=24.8, Synergy_ZIP=-5.86, Synergy_Bliss=-4.26, Synergy_Loewe=-8.03, Synergy_HSA=0.521. (4) Drug 1: COC1=C(C=C2C(=C1)N=CN=C2NC3=CC(=C(C=C3)F)Cl)OCCCN4CCOCC4. Drug 2: CC(CN1CC(=O)NC(=O)C1)N2CC(=O)NC(=O)C2. Cell line: OVCAR3. Synergy scores: CSS=47.0, Synergy_ZIP=3.00, Synergy_Bliss=4.80, Synergy_Loewe=3.12, Synergy_HSA=7.97. (5) Drug 1: C1=CC(=CC=C1C#N)C(C2=CC=C(C=C2)C#N)N3C=NC=N3. Drug 2: COC1=NC(=NC2=C1N=CN2C3C(C(C(O3)CO)O)O)N. Cell line: NCI-H522. Synergy scores: CSS=-8.11, Synergy_ZIP=4.07, Synergy_Bliss=0.199, Synergy_Loewe=-10.5, Synergy_HSA=-10.5. (6) Drug 1: C1=CN(C(=O)N=C1N)C2C(C(C(O2)CO)O)O.Cl. Drug 2: C1=NC2=C(N=C(N=C2N1C3C(C(C(O3)CO)O)F)Cl)N. Cell line: KM12. Synergy scores: CSS=21.7, Synergy_ZIP=-3.62, Synergy_Bliss=3.09, Synergy_Loewe=-1.49, Synergy_HSA=2.73. (7) Drug 1: CC1=C(C=C(C=C1)NC2=NC=CC(=N2)N(C)C3=CC4=NN(C(=C4C=C3)C)C)S(=O)(=O)N.Cl. Drug 2: CCCCCOC(=O)NC1=NC(=O)N(C=C1F)C2C(C(C(O2)C)O)O. Cell line: HS 578T. Synergy scores: CSS=8.73, Synergy_ZIP=4.62, Synergy_Bliss=6.40, Synergy_Loewe=3.21, Synergy_HSA=2.89.